Dataset: Full USPTO retrosynthesis dataset with 1.9M reactions from patents (1976-2016). Task: Predict the reactants needed to synthesize the given product. Given the product [C:12]([C:3]1[CH:4]=[C:5]([CH:10]=[CH:11][C:2]=1[CH3:1])[C:6]([O:8][CH3:9])=[O:7])#[CH:13], predict the reactants needed to synthesize it. The reactants are: [CH3:1][C:2]1[CH:11]=[CH:10][C:5]([C:6]([O:8][CH3:9])=[O:7])=[CH:4][C:3]=1[C:12]#[C:13][Si](C)(C)C.[F-].C([N+](CCCC)(CCCC)CCCC)CCC.